From a dataset of Full USPTO retrosynthesis dataset with 1.9M reactions from patents (1976-2016). Predict the reactants needed to synthesize the given product. (1) The reactants are: [F:1][C:2]([F:12])([F:11])[C:3]1[C:8]([CH:9]=O)=[CH:7][N:6]=[CH:5][CH:4]=1.[CH3:13][C:14]([S@:17]([NH2:19])=[O:18])([CH3:16])[CH3:15]. Given the product [CH3:13][C:14]([S@:17]([N:19]=[CH:9][C:8]1[CH:7]=[N:6][CH:5]=[CH:4][C:3]=1[C:2]([F:12])([F:11])[F:1])=[O:18])([CH3:16])[CH3:15], predict the reactants needed to synthesize it. (2) Given the product [CH:2]([C:3]1[C:4]([C:14]2[CH2:19][CH2:18][N:17]([C:20]([O:22][C:23]([CH3:26])([CH3:25])[CH3:24])=[O:21])[CH2:16][CH:15]=2)=[N:5][N:6]([CH:8]2[CH2:13][CH2:12][CH2:11][CH2:10][O:9]2)[CH:7]=1)=[O:1], predict the reactants needed to synthesize it. The reactants are: [OH:1][CH2:2][C:3]1[C:4]([C:14]2[CH2:19][CH2:18][N:17]([C:20]([O:22][C:23]([CH3:26])([CH3:25])[CH3:24])=[O:21])[CH2:16][CH:15]=2)=[N:5][N:6]([CH:8]2[CH2:13][CH2:12][CH2:11][CH2:10][O:9]2)[CH:7]=1. (3) Given the product [CH3:1][O:2][C:3](=[O:11])[C:4]1[CH:9]=[C:8]([O:10][C:18]2[CH:17]=[CH:16][C:15]([C:20](=[O:22])[CH3:21])=[CH:14][C:13]=2[Br:12])[CH:7]=[N:6][CH:5]=1, predict the reactants needed to synthesize it. The reactants are: [CH3:1][O:2][C:3](=[O:11])[C:4]1[CH:9]=[C:8]([OH:10])[CH:7]=[N:6][CH:5]=1.[Br:12][C:13]1[CH:14]=[C:15]([C:20](=[O:22])[CH3:21])[CH:16]=[CH:17][C:18]=1F.C1OCCOCCOCCOCCOCCOC1.[F-].[K+]. (4) Given the product [Cl:3][C:4]1[CH:28]=[CH:27][CH:26]=[CH:25][C:5]=1[O:6][C:7]1[C:12]([C:13]([OH:15])=[O:14])=[CH:11][N:10]=[C:9]([C:17]2[CH:22]=[CH:21][C:20]([CH3:23])=[C:19]([F:24])[CH:18]=2)[CH:8]=1, predict the reactants needed to synthesize it. The reactants are: [OH-].[Li+].[Cl:3][C:4]1[CH:28]=[CH:27][CH:26]=[CH:25][C:5]=1[O:6][C:7]1[C:12]([C:13]([O:15]C)=[O:14])=[CH:11][N:10]=[C:9]([C:17]2[CH:22]=[CH:21][C:20]([CH3:23])=[C:19]([F:24])[CH:18]=2)[CH:8]=1.